This data is from Reaction yield outcomes from USPTO patents with 853,638 reactions. The task is: Predict the reaction yield, written as a fraction of the theoretical maximum amount of product (1.0 means a 100% yield; for example, 0.34 means a 34% yield). The reactants are C(Cl)(=O)C(Cl)=O.[CH3:7][N:8]1[CH2:13][CH2:12][CH:11]([C:14]([OH:16])=O)[CH2:10][CH2:9]1.[NH2:17][C:18]1[CH:19]=[N:20][CH:21]=[C:22]([Br:24])[CH:23]=1. The catalyst is CN(C=O)C.C(Cl)Cl. The product is [Br:24][C:22]1[CH:23]=[C:18]([NH:17][C:14]([CH:11]2[CH2:10][CH2:9][N:8]([CH3:7])[CH2:13][CH2:12]2)=[O:16])[CH:19]=[N:20][CH:21]=1. The yield is 0.430.